This data is from Peptide-MHC class I binding affinity with 185,985 pairs from IEDB/IMGT. The task is: Regression. Given a peptide amino acid sequence and an MHC pseudo amino acid sequence, predict their binding affinity value. This is MHC class I binding data. (1) The peptide sequence is RTRAGRHAF. The MHC is HLA-B15:42 with pseudo-sequence HLA-B15:42. The binding affinity (normalized) is 0.213. (2) The peptide sequence is TGIAIIAYI. The MHC is HLA-A30:01 with pseudo-sequence HLA-A30:01. The binding affinity (normalized) is 0.213.